This data is from Orexin1 receptor HTS with 218,158 compounds and 233 confirmed actives. The task is: Binary Classification. Given a drug SMILES string, predict its activity (active/inactive) in a high-throughput screening assay against a specified biological target. (1) The compound is O1c2cc(CNC(=O)Cn3c4c(c(c3C)C(=O)C)cccc4)ccc2OC1. The result is 0 (inactive). (2) The compound is n1(c2c(nc1)cc(Nc1nnc(c3c1cccc3)C)cc2)C. The result is 0 (inactive). (3) The compound is Brc1c(nn(CC)c1)C(=O)NC(=S)Nc1ccc(cc1)C(OCC)=O. The result is 0 (inactive). (4) The drug is S(c1nc2n(cccc2C)c(=O)n1)C. The result is 0 (inactive). (5) The drug is S(c1nc2c(cc1C#N)cccc2C)CC(=O)Nc1nonc1C. The result is 0 (inactive). (6) The molecule is O=C(Nc1ccc(Oc2ccccc2)cc1)CN1C(CCCC1)C. The result is 0 (inactive). (7) The drug is O=C(Nc1cc(ccc1)c1cc(OC)ccc1)C1CCN(CC1)Cc1oc(cc1)C. The result is 0 (inactive). (8) The drug is Clc1c(Sc2n(c3c(n2)cccc3)CC)ccc(N)c1. The result is 0 (inactive).